Dataset: Full USPTO retrosynthesis dataset with 1.9M reactions from patents (1976-2016). Task: Predict the reactants needed to synthesize the given product. (1) The reactants are: [Cl-:1].[Cl-].[Cl-].[CH:4]1([Zr+3:9])[CH:8]=[CH:7][CH:6]=[CH:5]1.C(COC)OC.[CH3:16][Si:17]([CH3:27])([CH3:26])[O:18][CH2:19][CH2:20][C-:21]1[CH:25]=[CH:24][CH:23]=[CH:22]1.[K+]. Given the product [Cl-:1].[Cl-:1].[CH:4]1([Zr+2:9][C:21]2([CH2:20][CH2:19][O:18][Si:17]([CH3:16])([CH3:27])[CH3:26])[CH:22]=[CH:23][CH:24]=[CH:25]2)[CH:8]=[CH:7][CH:6]=[CH:5]1, predict the reactants needed to synthesize it. (2) Given the product [CH:20]1([NH:23][C:2]2[N:7]3[N:8]=[C:9]([NH:11][C:12](=[O:19])[C:13]4[CH:18]=[CH:17][CH:16]=[N:15][CH:14]=4)[N:10]=[C:6]3[CH:5]=[CH:4][CH:3]=2)[CH2:22][CH2:21]1, predict the reactants needed to synthesize it. The reactants are: Br[C:2]1[N:7]2[N:8]=[C:9]([NH:11][C:12](=[O:19])[C:13]3[CH:18]=[CH:17][CH:16]=[N:15][CH:14]=3)[N:10]=[C:6]2[CH:5]=[CH:4][CH:3]=1.[CH:20]1([NH2:23])[CH2:22][CH2:21]1. (3) Given the product [O:1]1[C:6]2[CH:7]=[CH:8][CH:9]=[C:10]([O:11][C:12]([N:14]3[CH2:18][C@H:17]([S:19][C:32](=[O:34])[CH3:33])[CH2:16][C@H:15]3[CH2:20][O:21][CH2:22][C:23]3[CH:28]=[C:27]([F:29])[C:26]([F:30])=[CH:25][C:24]=3[F:31])=[O:13])[C:5]=2[O:4][CH2:3][CH2:2]1, predict the reactants needed to synthesize it. The reactants are: [O:1]1[C:6]2[CH:7]=[CH:8][CH:9]=[C:10]([O:11][C:12]([N:14]3[CH2:18][C@H:17]([SH:19])[CH2:16][C@H:15]3[CH2:20][O:21][CH2:22][C:23]3[CH:28]=[C:27]([F:29])[C:26]([F:30])=[CH:25][C:24]=3[F:31])=[O:13])[C:5]=2[O:4][CH2:3][CH2:2]1.[C:32](Cl)(=[O:34])[CH3:33]. (4) Given the product [C:31]([NH:1][C:2]1[N:3]=[C:4]2[CH:9]=[CH:8][C:7]([O:10][C:11]3[CH:12]=[C:13]([NH:17][C:18](=[O:29])[C:19]4[CH:24]=[CH:23][CH:22]=[C:21]([C:25]([F:28])([F:27])[F:26])[CH:20]=4)[CH:14]=[CH:15][CH:16]=3)=[N:6][N:5]2[CH:30]=1)(=[O:33])[CH3:32], predict the reactants needed to synthesize it. The reactants are: [NH2:1][C:2]1[N:3]=[C:4]2[CH:9]=[CH:8][C:7]([O:10][C:11]3[CH:12]=[C:13]([NH:17][C:18](=[O:29])[C:19]4[CH:24]=[CH:23][CH:22]=[C:21]([C:25]([F:28])([F:27])[F:26])[CH:20]=4)[CH:14]=[CH:15][CH:16]=3)=[N:6][N:5]2[CH:30]=1.[C:31](Cl)(=[O:33])[CH3:32]. (5) The reactants are: O[CH2:2][C:3]1[CH:4]=[CH:5][C:6]([NH:9][C:10](=[O:16])[O:11][C:12]([CH3:15])([CH3:14])[CH3:13])=[N:7][CH:8]=1.C(N(C(C)C)CC)(C)C.CS([Cl:30])(=O)=O. Given the product [Cl:30][CH2:2][C:3]1[CH:4]=[CH:5][C:6]([NH:9][C:10](=[O:16])[O:11][C:12]([CH3:15])([CH3:14])[CH3:13])=[N:7][CH:8]=1, predict the reactants needed to synthesize it. (6) Given the product [Cl:11][C:12]1[CH:17]=[C:16]([O:10][CH2:9][C:3]2[C:2]([F:1])=[CH:7][C:6]([F:8])=[CH:5][N:4]=2)[CH:15]=[CH:14][N:13]=1, predict the reactants needed to synthesize it. The reactants are: [F:1][C:2]1[C:3]([CH2:9][OH:10])=[N:4][CH:5]=[C:6]([F:8])[CH:7]=1.[Cl:11][C:12]1[CH:17]=[C:16](I)[CH:15]=[CH:14][N:13]=1.C(=O)([O-])[O-].[Cs+].[Cs+].N1C2C(=CC=C3C=2N=CC=C3)C=CC=1.